This data is from Reaction yield outcomes from USPTO patents with 853,638 reactions. The task is: Predict the reaction yield, written as a fraction of the theoretical maximum amount of product (1.0 means a 100% yield; for example, 0.34 means a 34% yield). (1) The yield is 0.850. The product is [Cl:1][C:2]1[N:7]=[CH:6][C:5]([C:8]2[CH:9]=[CH:10][C:11](=[O:14])[N:12]([C:16]3[CH:21]=[CH:20][CH:19]=[CH:18][N:17]=3)[N:13]=2)=[CH:4][CH:3]=1. The catalyst is CS(C)=O.[Cu]I. The reactants are [Cl:1][C:2]1[N:7]=[CH:6][C:5]([C:8]2[CH2:9][CH2:10][C:11](=[O:14])[NH:12][N:13]=2)=[CH:4][CH:3]=1.Br[C:16]1[CH:21]=[CH:20][CH:19]=[CH:18][N:17]=1.C(=O)([O-])[O-].[K+].[K+]. (2) The reactants are [Br:1][C:2]1[CH:3]=[C:4]2[C:8](=[CH:9][CH:10]=1)[C:7](=[O:11])[CH2:6][CH2:5]2.C[N+:13]1([O-])[CH2:18]COCC1.[CH3:20][Si:21](C#N)([CH3:23])[CH3:22]. The catalyst is C(Cl)Cl. The product is [Br:1][C:2]1[CH:3]=[C:4]2[C:8](=[CH:9][CH:10]=1)[C:7]([O:11][Si:21]([CH3:23])([CH3:22])[CH3:20])([C:18]#[N:13])[CH2:6][CH2:5]2. The yield is 0.860. (3) The reactants are [CH3:1][O:2][C:3](=[O:30])[NH:4][CH:5]([C:9]([N:11]1[CH2:15][CH2:14][CH2:13][CH:12]1[C:16]1[NH:17][C:18]([C:21]2[S:25][CH:24]3[CH:26]=[C:27](Br)[S:28][CH:23]3[CH:22]=2)=[CH:19][N:20]=1)=[O:10])[CH:6]([CH3:8])[CH3:7].[CH3:31][O:32][C:33](=[O:53])[NH:34][CH:35]([C:39]([N:41]1[CH2:45][CH2:44][CH2:43][CH:42]1[C:46]1[NH:47][C:48]([C:51]#[CH:52])=[CH:49][N:50]=1)=[O:40])[CH:36]([CH3:38])[CH3:37].C(N(CC)CC)C. The catalyst is CN(C=O)C.C1C=CC([P]([Pd]([P](C2C=CC=CC=2)(C2C=CC=CC=2)C2C=CC=CC=2)([P](C2C=CC=CC=2)(C2C=CC=CC=2)C2C=CC=CC=2)[P](C2C=CC=CC=2)(C2C=CC=CC=2)C2C=CC=CC=2)(C2C=CC=CC=2)C2C=CC=CC=2)=CC=1.[Cu]I. The product is [CH3:1][O:2][C:3](=[O:30])[NH:4][CH:5]([C:9]([N:11]1[CH2:15][CH2:14][CH2:13][CH:12]1[C:16]1[NH:17][C:18]([C:21]2[S:25][CH:24]3[CH:26]=[C:27]([C:52]#[C:51][C:48]4[NH:47][C:46]([CH:42]5[CH2:43][CH2:44][CH2:45][N:41]5[C:39](=[O:40])[CH:35]([NH:34][C:33]([O:32][CH3:31])=[O:53])[CH:36]([CH3:38])[CH3:37])=[N:50][CH:49]=4)[S:28][CH:23]3[CH:22]=2)=[CH:19][N:20]=1)=[O:10])[CH:6]([CH3:8])[CH3:7]. The yield is 0.180. (4) The reactants are [CH3:1][N:2]1[C:10]([CH2:11][CH2:12][CH2:13][C:14]([OH:16])=[O:15])=[N:9][C:8]2[CH:7]=[C:6]([N:17]([CH2:21][CH2:22][Cl:23])[CH2:18][CH2:19][Cl:20])[CH:5]=[CH:4][C:3]1=2.Cl.[CH3:25][CH:26](O)[CH2:27][CH2:28][CH2:29][CH2:30][CH2:31][CH2:32][CH2:33][CH2:34][CH2:35][CH3:36].C1(N=C=NC2CCCCC2)CCCCC1. The catalyst is CN(C1C=CN=CC=1)C. The product is [CH3:36][CH:35]([O:15][C:14](=[O:16])[CH2:13][CH2:12][CH2:11][C:10]1[N:2]([CH3:1])[C:3]2[CH:4]=[CH:5][C:6]([N:17]([CH2:18][CH2:19][Cl:20])[CH2:21][CH2:22][Cl:23])=[CH:7][C:8]=2[N:9]=1)[CH2:34][CH2:33][CH2:32][CH2:31][CH2:30][CH2:29][CH2:28][CH2:27][CH2:26][CH3:25]. The yield is 0.400. (5) The reactants are [Li+].C[Si]([N-][Si](C)(C)C)(C)C.[CH3:11][N:12]([C:25](=[O:28])[CH2:26][CH3:27])[N:13]=[C:14]([C:20]([O:22]CC)=O)[C:15]([O:17]CC)=[O:16].O. The catalyst is C1COCC1. The product is [OH:22][C:20]1[C:14]([C:15]([OH:17])=[O:16])=[N:13][N:12]([CH3:11])[C:25](=[O:28])[C:26]=1[CH3:27]. The yield is 0.470.